This data is from TCR-epitope binding with 47,182 pairs between 192 epitopes and 23,139 TCRs. The task is: Binary Classification. Given a T-cell receptor sequence (or CDR3 region) and an epitope sequence, predict whether binding occurs between them. (1) Result: 0 (the TCR does not bind to the epitope). The epitope is DRFYKTLRAEQASQEV. The TCR CDR3 sequence is CASSEGFGAFQPQHF. (2) Result: 1 (the TCR binds to the epitope). The TCR CDR3 sequence is CASSLSARRDMEETQYF. The epitope is LLWNGPMAV. (3) The epitope is SLVKPSFYV. The TCR CDR3 sequence is CASSQGQGLPATNEKLFF. Result: 1 (the TCR binds to the epitope). (4) The epitope is YIFFASFYY. The TCR CDR3 sequence is CASSLSGTRNSPLHF. Result: 0 (the TCR does not bind to the epitope). (5) The epitope is KRWIIMGLNK. The TCR CDR3 sequence is CASRSSYSYNEQFF. Result: 0 (the TCR does not bind to the epitope). (6) The epitope is SFHSLHLLF. The TCR CDR3 sequence is CASGFYGYNEQFF. Result: 0 (the TCR does not bind to the epitope).